The task is: Predict the reactants needed to synthesize the given product.. This data is from Full USPTO retrosynthesis dataset with 1.9M reactions from patents (1976-2016). (1) Given the product [CH2:19]=[C:20]1[CH2:23][CH:22]([O:24][CH2:25][C:26]2[CH:31]=[CH:30][CH:29]=[CH:28][CH:27]=2)[CH2:21]1, predict the reactants needed to synthesize it. The reactants are: [I-].[Na+].N12CCCN=C1CCCCC2.CS(O[CH2:19][CH:20]1[CH2:23][CH:22]([O:24][CH2:25][C:26]2[CH:31]=[CH:30][CH:29]=[CH:28][CH:27]=2)[CH2:21]1)(=O)=O.C(OCC)C. (2) Given the product [Br:1][C:2]1[N:7]=[C:6]([N:8]([CH3:18])[C:9](=[O:15])[O:10][C:11]([CH3:12])([CH3:14])[CH3:13])[CH:5]=[CH:4][CH:3]=1, predict the reactants needed to synthesize it. The reactants are: [Br:1][C:2]1[N:7]=[C:6]([NH:8][C:9](=[O:15])[O:10][C:11]([CH3:14])([CH3:13])[CH3:12])[CH:5]=[CH:4][CH:3]=1.[H-].[Na+].[CH3:18]I. (3) Given the product [Br:8][C:9]1[CH:18]=[N:17][C:16]2[N:15]=[C:14]([N:19]3[CH2:20][CH:21]([NH:23][CH3:24])[CH2:22]3)[N:13]3[CH:32]=[CH:33][CH:34]=[C:12]3[C:11]=2[CH:10]=1, predict the reactants needed to synthesize it. The reactants are: C(O)(C(F)(F)F)=O.[Br:8][C:9]1[CH:18]=[N:17][C:16]2[N:15]=[C:14]([N:19]3[CH2:22][CH:21]([N:23](C)[C:24](=O)OC(C)(C)C)[CH2:20]3)[N:13]3[CH:32]=[CH:33][CH:34]=[C:12]3[C:11]=2[CH:10]=1. (4) The reactants are: [C:1]1([OH:7])[CH:6]=[CH:5][CH:4]=[CH:3][CH:2]=1.C1(P(C2C=CC=CC=2)C2C=CC=CC=2)C=CC=CC=1.[CH3:27][C@@H:28](O)[CH2:29][C@H:30]([OH:32])[CH3:31].COCCOC(N=NC(OCCOC)=O)=O. Given the product [O:7]([C@@H:28]([CH3:27])[CH2:29][C@H:30]([OH:32])[CH3:31])[C:1]1[CH:6]=[CH:5][CH:4]=[CH:3][CH:2]=1.[C:1]1([OH:7])[CH:6]=[CH:5][CH:4]=[CH:3][CH:2]=1, predict the reactants needed to synthesize it. (5) Given the product [Cl:27][C:24]1[CH:25]=[CH:26][C:21]([CH:8]([C:5]2[CH:4]=[CH:3][C:2]([C:34]3[CH:35]=[CH:36][C:31]([C:29]#[N:30])=[CH:32][CH:33]=3)=[CH:7][CH:6]=2)[CH2:9]/[C:10](=[N:11]\[OH:12])/[C:13]2[CH:14]=[CH:15][C:16](=[O:20])[N:17]([CH3:19])[CH:18]=2)=[C:22]([CH3:28])[CH:23]=1, predict the reactants needed to synthesize it. The reactants are: Br[C:2]1[CH:7]=[CH:6][C:5]([CH:8]([C:21]2[CH:26]=[CH:25][C:24]([Cl:27])=[CH:23][C:22]=2[CH3:28])[CH2:9]/[C:10](/[C:13]2[CH:14]=[CH:15][C:16](=[O:20])[N:17]([CH3:19])[CH:18]=2)=[N:11]\[OH:12])=[CH:4][CH:3]=1.[C:29]([C:31]1[CH:36]=[CH:35][C:34](B(O)O)=[CH:33][CH:32]=1)#[N:30].O.C(=O)([O-])[O-].[Na+].[Na+]. (6) Given the product [CH3:14][C:13]1([CH3:15])[N:9]([CH2:8][C:6]2[CH:5]=[CH:4][N:3]=[C:2]([NH:1][C:32]3[CH:33]=[N:34][CH:35]=[N:36][CH:37]=3)[CH:7]=2)[C:10](=[O:30])[N:11]([C:17]2[CH:18]=[CH:19][C:20]([S:23]([C:26]([F:27])([F:28])[F:29])(=[O:25])=[O:24])=[CH:21][CH:22]=2)[C:12]1=[O:16], predict the reactants needed to synthesize it. The reactants are: [NH2:1][C:2]1[CH:7]=[C:6]([CH2:8][N:9]2[C:13]([CH3:15])([CH3:14])[C:12](=[O:16])[N:11]([C:17]3[CH:22]=[CH:21][C:20]([S:23]([C:26]([F:29])([F:28])[F:27])(=[O:25])=[O:24])=[CH:19][CH:18]=3)[C:10]2=[O:30])[CH:5]=[CH:4][N:3]=1.Br[C:32]1[CH:33]=[N:34][CH:35]=[N:36][CH:37]=1.CC1(C)C2C=CC=C(P(C3C=CC=CC=3)C3C=CC=CC=3)C=2OC2C1=CC=CC=2P(C1C=CC=CC=1)C1C=CC=CC=1.C(=O)([O-])[O-].[Cs+].[Cs+].